This data is from Peptide-MHC class II binding affinity with 134,281 pairs from IEDB. The task is: Regression. Given a peptide amino acid sequence and an MHC pseudo amino acid sequence, predict their binding affinity value. This is MHC class II binding data. The peptide sequence is SCFEIKCTKPEACSG. The MHC is HLA-DPA10103-DPB10401 with pseudo-sequence HLA-DPA10103-DPB10401. The binding affinity (normalized) is 0.418.